From a dataset of Human liver microsome stability data. Regression/Classification. Given a drug SMILES string, predict its absorption, distribution, metabolism, or excretion properties. Task type varies by dataset: regression for continuous measurements (e.g., permeability, clearance, half-life) or binary classification for categorical outcomes (e.g., BBB penetration, CYP inhibition). Dataset: hlm. (1) The drug is CN(Cc1cccc2c1S(=O)(=O)C=C2C1=C(O)[C@H](C(C)(C)C)N(CCC(C)(C)C)C1=O)S(C)(=O)=O. The result is 0 (unstable in human liver microsomes). (2) The molecule is CCOc1ccc2c(C)cc(=O)oc2c1. The result is 1 (stable in human liver microsomes).